Predict the reaction yield, written as a fraction of the theoretical maximum amount of product (1.0 means a 100% yield; for example, 0.34 means a 34% yield). From a dataset of Reaction yield outcomes from USPTO patents with 853,638 reactions. (1) The reactants are CCN(C(C)C)C(C)C.[C:10]1([CH2:16][CH2:17][C:18]([OH:20])=O)[CH:15]=[CH:14][CH:13]=[CH:12][CH:11]=1.C1C=CC2N(O)N=NC=2C=1.CCN=C=NCCCN(C)C.[CH2:42]([O:49][C:50]([CH:52]1[CH2:57][CH2:56][NH:55][CH2:54][CH2:53]1)=[O:51])[C:43]1[CH:48]=[CH:47][CH:46]=[CH:45][CH:44]=1. The catalyst is CN(C=O)C.O. The product is [CH2:42]([O:49][C:50]([CH:52]1[CH2:57][CH2:56][N:55]([C:18](=[O:20])[CH2:17][CH2:16][C:10]2[CH:11]=[CH:12][CH:13]=[CH:14][CH:15]=2)[CH2:54][CH2:53]1)=[O:51])[C:43]1[CH:44]=[CH:45][CH:46]=[CH:47][CH:48]=1. The yield is 0.412. (2) The reactants are [CH2:1]([O:3][C:4](=[O:21])[C:5]([C:10]1[CH:15]=[CH:14][C:13]([NH2:16])=[C:12]([NH:17][CH3:18])[C:11]=1[C:19]#[N:20])([CH3:9])[C:6](=[O:8])[CH3:7])[CH3:2].C1COCC1.[F:27][C:28]1[CH:33]=[CH:32][C:31]([N:34]=[C:35]=S)=[C:30]([CH3:37])[CH:29]=1.NC(N)=S. The catalyst is CN(C1C=CN=CC=1)C.C(OCC)C. The product is [CH2:1]([O:3][C:4](=[O:21])[C:5]([C:10]1[CH:15]=[CH:14][C:13]2[N:16]=[C:35]([NH:34][C:31]3[CH:32]=[CH:33][C:28]([F:27])=[CH:29][C:30]=3[CH3:37])[N:17]([CH3:18])[C:12]=2[C:11]=1[C:19]#[N:20])([CH3:9])[C:6](=[O:8])[CH3:7])[CH3:2]. The yield is 0.520.